From a dataset of Experimentally validated miRNA-target interactions with 360,000+ pairs, plus equal number of negative samples. Binary Classification. Given a miRNA mature sequence and a target amino acid sequence, predict their likelihood of interaction. (1) The miRNA is hsa-miR-17-5p with sequence CAAAGUGCUUACAGUGCAGGUAG. The protein sequence of the target gene is MTTASTSQVRQNYHQDSEAAINRQINLELYASYVYLSMSYYFDRDDVALKNFAKYFLHQSHEEREHAEKLMKLQNQRGGRIFLQDIKKPDCDDWESGLNAMECALHLEKNVNQSLLELHKLATDKNDPHLCDFIETHYLNEQVKAIKELGDHVTNLRKMGAPESGLAEYLFDKHTLGDSDNES. Result: 1 (interaction). (2) The miRNA is hsa-miR-8060 with sequence CCAUGAAGCAGUGGGUAGGAGGAC. The protein sequence of the target gene is MSSLHKSRIADFQDVLKEPSIALEKLRELSFSGIPCEGGLRCLCWKILLNYLPLERASWTSILAKQRELYAQFLREMIIQPGIAKANMGVSREDVTFEDHPLNPNPDSRWNTYFKDNEVLLQIDKDVRRLCPDISFFQRATDYPCLLILDPQNEFETLRKRVEQTTLKSQTVARNRSGVTNMSSPHKNSVPSSLNEYEVLPNGCEAHWEVVERILFIYAKLNPGIAYVQGMNEIVGPLYYTFATDPNSEWKEHAEADTFFCFTNLMAEIRDNFIKSLDDSQCGITYKMEKVYSTLKDKDV.... Result: 1 (interaction). (3) The miRNA is mmu-miR-5107-5p with sequence UGGGCAGAGGAGGCAGGGACA. The protein sequence of the target gene is MNIRGAPDLGQPSDDPSSGGERERIRQRMKMVIGQLEGILRELKEVAKELREVVSQIDKLTSDFDFELEPDDWTTATVSSTSSSDKAGMGGPFDLGHLDFMTADILSDSWEFCSFLDVSTPSDSVDGPESTRPGAGPDYRLMNGGTPIPNGPRVETPDSSSEEAFGAGPTVKSQLPQRTPGTRERVRFSDKVLYHALCCDDEEGDGEQEVEEEEVGLPPEPAHTEAHAGPHKPSPAPYKSRRSPLTSRHSGSTLAPEQTRRVTRNSSTQTVSDKSTQTVLPYTATRQKARGKN. Result: 0 (no interaction). (4) The protein sequence of the target gene is MFPRVSTFLPLRPLSRHPLSSGSPETSAAAIMLLTVRHGTVRYRSSALLARTKNNIQRYFGTNSVICSKKDKQSVRTEETSKETSESQDSEKENTKKDLLGIIKGMKVELSTVNVRTTKPPKRRPLKSLEATLGRLRRATEYAPKKRIEPLSPELVAAASAVADSLPFDKQTTKSELLSQLQQHEEESRAQRDAKRPKISFSNIISDMKVARSATARVRSRPELRIQFDEGYDNYPGQEKTDDLKKRKNIFTGKRLNIFDMMAVTKEAPETDTSPSLWDVEFAKQLATVNEQPLQNGFEE.... Result: 0 (no interaction). The miRNA is mmu-miR-294-5p with sequence ACUCAAAAUGGAGGCCCUAUCU. (5) The miRNA is hsa-miR-6893-3p with sequence CCCUGCUGCCUUCACCUGCCAG. Result: 1 (interaction). The protein sequence of the target gene is MAQVLHVPAPFPGTPGPASPPAFPAKDPDPPYSVETPYGYRLDLDFLKYVDDIEKGHTLRRVAVQRRPRLSSLPRGPGSWWTSTESLCSNASGDSRHSAYSYCGRGFYPQYGALETRGGFNPRVERTLLDARRRLEDQAATPTGLGSLTPSAAGSTASLVGVGLPPPTPRSSGLSTPVPPSAGHLAHVREQMAGALRKLRQLEEQVKLIPVLQVKLSVLQEEKRQLTVQLKSQKFLGHPTAGRGRSELCLDLPDPPEDPVALETRSVGTWVRERDLGMPDGEAALAAKVAVLETQLKKAL....